From a dataset of Full USPTO retrosynthesis dataset with 1.9M reactions from patents (1976-2016). Predict the reactants needed to synthesize the given product. (1) Given the product [CH3:12][S:13][C:14]1[N:15]=[CH:16][N:17]2[CH:21]=[C:20]([Si:23]([CH3:25])([CH3:24])[CH3:22])[S:19][C:18]=12, predict the reactants needed to synthesize it. The reactants are: C([Li])CCC.CCCCCC.[CH3:12][S:13][C:14]1[N:15]=[CH:16][N:17]2[CH:21]=[CH:20][S:19][C:18]=12.[CH3:22][Si:23](Cl)([CH3:25])[CH3:24].[Cl-].[NH4+]. (2) Given the product [CH3:6][CH:5]([N:7]1[CH:11]=[N:10][N:9]=[C:8]1[CH:12]([NH:14][CH2:21][C:20]1[CH:19]=[N:18][C:17]([C:16]([F:26])([F:15])[F:25])=[CH:24][CH:23]=1)[CH3:13])[CH3:4], predict the reactants needed to synthesize it. The reactants are: Cl.Cl.Cl.[CH3:4][CH:5]([N:7]1[CH:11]=[N:10][N:9]=[C:8]1[CH:12]([NH2:14])[CH3:13])[CH3:6].[F:15][C:16]([F:26])([F:25])[C:17]1[CH:24]=[CH:23][C:20]([CH:21]=O)=[CH:19][N:18]=1.C([O-])([O-])=O.[K+].[K+].[BH4-].[Na+]. (3) Given the product [CH3:1][S:2][C:3]1[CH:4]=[C:5]([CH:9]=[CH:10][CH:11]=1)[C:6]([NH2:13])=[O:7], predict the reactants needed to synthesize it. The reactants are: [CH3:1][S:2][C:3]1[CH:4]=[C:5]([CH:9]=[CH:10][CH:11]=1)[C:6](O)=[O:7].C[N:13](C=O)C.S(Cl)(Cl)=O. (4) Given the product [C:28]([O:32][C:33](=[O:34])[N:16]([CH2:2][C:3]1[CH:8]=[N:7][C:6]([F:9])=[CH:5][C:4]=1[I:10])[CH2:15][CH2:14][C:13]([F:18])([F:17])[F:12])([CH3:31])([CH3:30])[CH3:29], predict the reactants needed to synthesize it. The reactants are: Br[CH2:2][C:3]1[C:4]([I:10])=[CH:5][C:6]([F:9])=[N:7][CH:8]=1.Cl.[F:12][C:13]([F:18])([F:17])[CH2:14][CH2:15][NH2:16].C(N(C(C)C)CC)(C)C.[C:28]([O:32][C:33](O[C:33]([O:32][C:28]([CH3:31])([CH3:30])[CH3:29])=[O:34])=[O:34])([CH3:31])([CH3:30])[CH3:29]. (5) Given the product [C:18]([O:17][C:15]([N:11]1[CH2:12][CH2:13][CH2:14][C@H:10]1[C@@H:9]([OH:27])[C@H:8]([C:4]1[CH:5]=[CH:6][CH:7]=[C:2]([F:1])[CH:3]=1)[N:33]1[C:41]2[C:36](=[CH:37][CH:38]=[CH:39][CH:40]=2)[CH:35]=[CH:34]1)=[O:16])([CH3:21])([CH3:20])[CH3:19], predict the reactants needed to synthesize it. The reactants are: [F:1][C:2]1[CH:3]=[C:4](/[CH:8]=[CH:9]/[C@@H:10]2[CH2:14][CH2:13][CH2:12][N:11]2[C:15]([O:17][C:18]([CH3:21])([CH3:20])[CH3:19])=[O:16])[CH:5]=[CH:6][CH:7]=1.C(=O)(O)[O-].[Na+].[OH:27]OS([O-])=O.[K+].[NH:33]1[C:41]2[C:36](=[CH:37][CH:38]=[CH:39][CH:40]=2)[CH2:35][CH2:34]1. (6) Given the product [CH2:15]([N:4]1[C:3](=[O:17])[C:2]([NH:28][C:27]2[CH:26]=[CH:25][C:24]([N:21]3[CH2:22][CH2:23][O:18][CH2:19][CH2:20]3)=[CH:30][CH:29]=2)=[C:6]([C:7]2[CH:12]=[CH:11][CH:10]=[CH:9][CH:8]=2)[S:5]1(=[O:14])=[O:13])[CH3:16], predict the reactants needed to synthesize it. The reactants are: Cl[C:2]1[C:3](=[O:17])[N:4]([CH2:15][CH3:16])[S:5](=[O:14])(=[O:13])[C:6]=1[C:7]1[CH:12]=[CH:11][CH:10]=[CH:9][CH:8]=1.[O:18]1[CH2:23][CH2:22][N:21]([C:24]2[CH:30]=[CH:29][C:27]([NH2:28])=[CH:26][CH:25]=2)[CH2:20][CH2:19]1. (7) Given the product [F:36][C:37]([F:42])([F:41])[C:38]([OH:40])=[O:39].[Cl:1][C:2]1[CH:7]=[C:6]([Cl:8])[CH:5]=[CH:4][C:3]=1[S:9][C:10]1[CH:15]=[CH:14][C:13](/[CH:16]=[CH:17]/[C:18]([N:20]2[CH2:21][CH2:22][NH:23][CH2:24][CH2:25]2)=[O:19])=[CH:12][C:11]=1[N+:33]([O-:35])=[O:34], predict the reactants needed to synthesize it. The reactants are: [Cl:1][C:2]1[CH:7]=[C:6]([Cl:8])[CH:5]=[CH:4][C:3]=1[S:9][C:10]1[CH:15]=[CH:14][C:13](/[CH:16]=[CH:17]/[C:18]([N:20]2[CH2:25][CH2:24][N:23](C(OC(C)(C)C)=O)[CH2:22][CH2:21]2)=[O:19])=[CH:12][C:11]=1[N+:33]([O-:35])=[O:34].[F:36][C:37]([F:42])([F:41])[C:38]([OH:40])=[O:39].